Dataset: Forward reaction prediction with 1.9M reactions from USPTO patents (1976-2016). Task: Predict the product of the given reaction. The product is: [C:46]([O:50][C:51]([NH:53][C@H:54]([CH2:59][C:60]1[CH:65]=[C:64]([F:66])[C:63]([F:67])=[CH:62][C:61]=1[F:68])[CH2:55][C:56]([N:11]1[CH2:10][CH2:9][N:8]2[C:4]([C:3]([F:13])([F:2])[F:14])=[N:5][N:6]=[C:7]2[CH2:12]1)=[O:57])=[O:52])([CH3:49])([CH3:47])[CH3:48]. Given the reactants Cl.[F:2][C:3]([F:14])([F:13])[C:4]1[N:8]2[CH2:9][CH2:10][NH:11][CH2:12][C:7]2=[N:6][N:5]=1.C(N(C(C)C)CC)(C)C.ON1C2C=CC=CC=2N=N1.CCN=C=NCCCN(C)C.Cl.[C:46]([O:50][C:51]([NH:53][C@H:54]([CH2:59][C:60]1[CH:65]=[C:64]([F:66])[C:63]([F:67])=[CH:62][C:61]=1[F:68])[CH2:55][C:56](O)=[O:57])=[O:52])([CH3:49])([CH3:48])[CH3:47].C([O-])([O-])=O.[Na+].[Na+], predict the reaction product.